This data is from Reaction yield outcomes from USPTO patents with 853,638 reactions. The task is: Predict the reaction yield, written as a fraction of the theoretical maximum amount of product (1.0 means a 100% yield; for example, 0.34 means a 34% yield). The reactants are [CH2:1]([O:7][C:8]1[C:9]([NH:21][C:22]2[CH:32]=[CH:31][C:25]([C:26]([O:28][CH2:29][CH3:30])=[O:27])=[CH:24][CH:23]=2)=[CH:10][C:11]2[C:12]([CH3:20])=[CH:13][CH2:14][C:15]([CH3:19])([CH3:18])[C:16]=2[CH:17]=1)[CH2:2][CH2:3][CH2:4][CH2:5][CH3:6].[CH:33](=O)[CH3:34]. No catalyst specified. The product is [CH2:33]([N:21]([C:9]1[C:8]([O:7][CH2:1][CH2:2][CH2:3][CH2:4][CH2:5][CH3:6])=[CH:17][C:16]2[C:15]([CH3:19])([CH3:18])[CH2:14][CH:13]=[C:12]([CH3:20])[C:11]=2[CH:10]=1)[C:22]1[CH:23]=[CH:24][C:25]([C:26]([O:28][CH2:29][CH3:30])=[O:27])=[CH:31][CH:32]=1)[CH3:34]. The yield is 1.00.